From a dataset of Reaction yield outcomes from USPTO patents with 853,638 reactions. Predict the reaction yield, written as a fraction of the theoretical maximum amount of product (1.0 means a 100% yield; for example, 0.34 means a 34% yield). The reactants are [N:1]1([C:7]2[CH:8]=[C:9]([NH2:13])[CH:10]=[CH:11][CH:12]=2)[CH2:6][CH2:5][O:4][CH2:3][CH2:2]1.[N:14]([O-])=O.[Na+].O.O.[Sn](Cl)Cl.[OH-].[Na+]. The yield is 0.790. The product is [N:1]1([C:7]2[CH:8]=[C:9]([NH:13][NH2:14])[CH:10]=[CH:11][CH:12]=2)[CH2:2][CH2:3][O:4][CH2:5][CH2:6]1. The catalyst is Cl.